From a dataset of Reaction yield outcomes from USPTO patents with 853,638 reactions. Predict the reaction yield, written as a fraction of the theoretical maximum amount of product (1.0 means a 100% yield; for example, 0.34 means a 34% yield). (1) The reactants are [H-].[Na+].[CH:3]1([CH2:8][OH:9])[CH2:7][CH2:6][CH2:5][CH2:4]1.[CH2:10](Br)[C:11]#[CH:12].C1(C)C=CC=CC=1.[Cl-].[NH4+]. The catalyst is CN(C)C=O. The product is [CH2:12]([O:9][CH2:8][CH:3]1[CH2:7][CH2:6][CH2:5][CH2:4]1)[C:11]#[CH:10]. The yield is 0.320. (2) The product is [Cl:20][C:2]1[N:7]=[C:6]([CH3:8])[N:5]=[C:4]2[N:9]([C:12]3[CH:17]=[CH:16][CH:15]=[CH:14][CH:13]=3)[N:10]=[CH:11][C:3]=12. No catalyst specified. The yield is 0.890. The reactants are O[C:2]1[N:7]=[C:6]([CH3:8])[N:5]=[C:4]2[N:9]([C:12]3[CH:17]=[CH:16][CH:15]=[CH:14][CH:13]=3)[N:10]=[CH:11][C:3]=12.P(Cl)(Cl)([Cl:20])=O. (3) The yield is 0.330. The product is [C:6]1([CH2:5][CH2:4][C:2](=[O:3])[CH3:12])[CH2:11][CH2:10][CH2:9][CH2:8][CH:7]=1. The reactants are O1[CH:11]2[CH:6]([CH2:7][CH2:8][CH2:9][CH2:10]2)[CH2:5][CH2:4][C:2]1=[O:3].[C:12](O)(=O)C. No catalyst specified. (4) The reactants are C(OC(=O)[NH:7][C@H:8]([C:11]1[N:15]([C:16]2[CH:21]=[CH:20][CH:19]=[CH:18][CH:17]=2)[C:14]2[CH:22]=[C:23]([F:26])[CH:24]=[CH:25][C:13]=2[N:12]=1)[CH2:9][CH3:10])(C)(C)C.C(O)(C(F)(F)F)=O. The catalyst is C(Cl)Cl. The product is [F:26][C:23]1[CH:24]=[CH:25][C:13]2[N:12]=[C:11]([C@@H:8]([NH2:7])[CH2:9][CH3:10])[N:15]([C:16]3[CH:17]=[CH:18][CH:19]=[CH:20][CH:21]=3)[C:14]=2[CH:22]=1. The yield is 0.250. (5) The reactants are [F:1][C:2]1[CH:11]=[C:10]2[C:5]([CH:6]=[CH:7][C:8]([CH3:12])=[N:9]2)=[C:4]([N:13]2[CH2:18][CH2:17][NH:16][CH2:15][CH2:14]2)[CH:3]=1.[Cl:19][CH2:20][CH2:21][C:22]1[CH:23]=[C:24]([F:33])[C:25]2[O:30][CH2:29][C:28](=[O:31])[NH:27][C:26]=2[CH:32]=1. No catalyst specified. The product is [ClH:19].[F:33][C:24]1[C:25]2[O:30][CH2:29][C:28](=[O:31])[NH:27][C:26]=2[CH:32]=[C:22]([CH2:21][CH2:20][N:16]2[CH2:15][CH2:14][N:13]([C:4]3[CH:3]=[C:2]([F:1])[CH:11]=[C:10]4[C:5]=3[CH:6]=[CH:7][C:8]([CH3:12])=[N:9]4)[CH2:18][CH2:17]2)[CH:23]=1. The yield is 0.300. (6) The reactants are [CH3:1][N:2]1[CH2:7][CH2:6][N:5]([C:8]2[CH:13]=[CH:12][C:11]([NH2:14])=[C:10]([C:15]3[S:16][CH:17]=[CH:18][C:19]=3[CH3:20])[CH:9]=2)[CH2:4][CH2:3]1.[C:21]([C:23]1[O:27][C:26]([C:28](Cl)=[O:29])=[CH:25][CH:24]=1)#[N:22].CCN(C(C)C)C(C)C. No catalyst specified. The product is [CH3:1][N:2]1[CH2:3][CH2:4][N:5]([C:8]2[CH:13]=[CH:12][C:11]([NH:14][C:28]([C:26]3[O:27][C:23]([C:21]#[N:22])=[CH:24][CH:25]=3)=[O:29])=[C:10]([C:15]3[S:16][CH:17]=[CH:18][C:19]=3[CH3:20])[CH:9]=2)[CH2:6][CH2:7]1. The yield is 0.360. (7) The reactants are [N:1]1[CH:6]=[CH:5][C:4]([CH:7]([CH:19]2[CH2:24][CH2:23][NH:22][CH2:21][CH2:20]2)[O:8][C:9]([NH:11][C:12]2[C:13]([NH2:18])=[CH:14][CH:15]=[CH:16][CH:17]=2)=[O:10])=[CH:3][CH:2]=1.N1C=CC=CC=1.[Br:31][C:32]1[CH:40]=[CH:39][C:35]([C:36](Cl)=[O:37])=[CH:34][CH:33]=1. The catalyst is C(Cl)(Cl)Cl. The product is [Br:31][C:32]1[CH:40]=[CH:39][C:35]([C:36]([NH:18][C:13]2[C:12]([NH:11][C:9]([O:8][CH:7]([CH:19]3[CH2:24][CH2:23][NH:22][CH2:21][CH2:20]3)[C:4]3[CH:5]=[CH:6][N:1]=[CH:2][CH:3]=3)=[O:10])=[CH:17][CH:16]=[CH:15][CH:14]=2)=[O:37])=[CH:34][CH:33]=1. The yield is 0.430.